Dataset: Full USPTO retrosynthesis dataset with 1.9M reactions from patents (1976-2016). Task: Predict the reactants needed to synthesize the given product. (1) Given the product [CH2:64]([N:34]([CH2:35][C@@H:36]([C:45]1[CH:54]=[CH:53][C:52]([O:55][CH2:56][C:57]2[CH:62]=[CH:61][CH:60]=[CH:59][CH:58]=2)=[C:51]2[C:46]=1[CH:47]=[CH:48][C:49](=[O:63])[NH:50]2)[O:37][Si:38]([C:41]([CH3:42])([CH3:43])[CH3:44])([CH3:40])[CH3:39])[CH2:33][CH2:32][CH2:31][CH2:30][CH2:29][NH:28][C:19]([CH2:18][CH2:17][N:14]1[CH2:13][CH2:12][CH:11]([O:10][C:8](=[O:9])[NH:7][C:2]2[CH:3]=[CH:4][CH:5]=[CH:6][C:1]=2[C:22]2[CH:23]=[CH:24][CH:25]=[CH:26][CH:27]=2)[CH2:16][CH2:15]1)=[O:20])[C:65]1[CH:66]=[CH:67][CH:68]=[CH:69][CH:70]=1, predict the reactants needed to synthesize it. The reactants are: [C:1]1([C:22]2[CH:27]=[CH:26][CH:25]=[CH:24][CH:23]=2)[CH:6]=[CH:5][CH:4]=[CH:3][C:2]=1[NH:7][C:8]([O:10][CH:11]1[CH2:16][CH2:15][N:14]([CH2:17][CH2:18][C:19](O)=[O:20])[CH2:13][CH2:12]1)=[O:9].[NH2:28][CH2:29][CH2:30][CH2:31][CH2:32][CH2:33][N:34]([CH2:64][C:65]1[CH:70]=[CH:69][CH:68]=[CH:67][CH:66]=1)[CH2:35][C@@H:36]([C:45]1[CH:54]=[CH:53][C:52]([O:55][CH2:56][C:57]2[CH:62]=[CH:61][CH:60]=[CH:59][CH:58]=2)=[C:51]2[C:46]=1[CH:47]=[CH:48][C:49](=[O:63])[NH:50]2)[O:37][Si:38]([C:41]([CH3:44])([CH3:43])[CH3:42])([CH3:40])[CH3:39].C(N(C(C)C)CC)(C)C.C1CN([P+](ON2N=NC3C=CC=CC2=3)(N2CCCC2)N2CCCC2)CC1.F[P-](F)(F)(F)(F)F.Cl. (2) Given the product [Br:1][C:2]1[CH:7]=[CH:6][CH:5]=[C:4]2[C:3]=1[C:11]1[CH:16]=[CH:15][CH:14]=[N:13][C:12]=1[NH:8]2, predict the reactants needed to synthesize it. The reactants are: [Br:1][C:2]1[CH:3]=[C:4]([N:8]2[C:12]3=[N:13][CH:14]=[CH:15][CH:16]=[C:11]3N=N2)[CH:5]=[CH:6][CH:7]=1.[OH-].[Na+].